From a dataset of TCR-epitope binding with 47,182 pairs between 192 epitopes and 23,139 TCRs. Binary Classification. Given a T-cell receptor sequence (or CDR3 region) and an epitope sequence, predict whether binding occurs between them. (1) The epitope is SQASSRSSSR. The TCR CDR3 sequence is CASSLDAQNSPLHF. Result: 0 (the TCR does not bind to the epitope). (2) The epitope is CTELKLSDY. The TCR CDR3 sequence is CASTPGLAGRDTQYF. Result: 0 (the TCR does not bind to the epitope).